This data is from Forward reaction prediction with 1.9M reactions from USPTO patents (1976-2016). The task is: Predict the product of the given reaction. Given the reactants [N+:1]([C:4]1[CH:5]=[CH:6][C:7]2[O:12][C@:11]([CH3:18])([CH:13]([O:16][CH3:17])[O:14][CH3:15])[C@@H:10]3[O:19][C@@H:9]3[C:8]=2[CH:20]=1)([O-:3])=[O:2].[CH3:21][C:22]1[CH:27]=[CH:26][C:25]([NH:28][CH2:29][C:30]2[N:31]=[N:32][N:33]([CH3:35])[N:34]=2)=[CH:24][CH:23]=1, predict the reaction product. The product is: [N+:1]([C:4]1[CH:5]=[CH:6][C:7]2[O:12][C@:11]([CH3:18])([CH:13]([O:16][CH3:17])[O:14][CH3:15])[C@H:10]([OH:19])[C@@H:9]([N:28]([C:25]3[CH:26]=[CH:27][C:22]([CH3:21])=[CH:23][CH:24]=3)[CH2:29][C:30]3[N:31]=[N:32][N:33]([CH3:35])[N:34]=3)[C:8]=2[CH:20]=1)([O-:3])=[O:2].